From a dataset of Forward reaction prediction with 1.9M reactions from USPTO patents (1976-2016). Predict the product of the given reaction. Given the reactants Cl.Br[C:3]1[CH:8]=[CH:7][C:6]([C:9]2[O:10][CH:11]=[C:12]([CH2:14][N:15]3[CH2:19][CH2:18][CH2:17][CH2:16]3)[N:13]=2)=[CH:5][CH:4]=1.[CH3:20][S:21]([C:24]1[CH:29]=[CH:28][C:27](B(O)O)=[CH:26][CH:25]=1)(=[O:23])=[O:22].C(=O)([O-])[O-].[Na+].[Na+], predict the reaction product. The product is: [CH3:20][S:21]([C:24]1[CH:29]=[CH:28][C:27]([C:3]2[CH:8]=[CH:7][C:6]([C:9]3[O:10][CH:11]=[C:12]([CH2:14][N:15]4[CH2:19][CH2:18][CH2:17][CH2:16]4)[N:13]=3)=[CH:5][CH:4]=2)=[CH:26][CH:25]=1)(=[O:23])=[O:22].